This data is from Reaction yield outcomes from USPTO patents with 853,638 reactions. The task is: Predict the reaction yield, written as a fraction of the theoretical maximum amount of product (1.0 means a 100% yield; for example, 0.34 means a 34% yield). (1) The reactants are [Cl:1][C:2]1[C:3]([CH:8]=[O:9])=[N:4][N:5]([CH3:7])[CH:6]=1.[BH4-].[Na+]. The catalyst is CO. The product is [Cl:1][C:2]1[C:3]([CH2:8][OH:9])=[N:4][N:5]([CH3:7])[CH:6]=1. The yield is 0.900. (2) The reactants are [Br:1][CH2:2][CH2:3][CH2:4][CH2:5][C:6]1[CH:11]=[CH:10][C:9]([CH2:12][CH2:13][CH2:14][CH3:15])=[CH:8][CH:7]=1.[N:16]1[CH:21]=[C:20]([CH3:22])[CH:19]=[C:18]([CH3:23])[CH:17]=1. The catalyst is C(#N)C. The product is [Br-:1].[CH2:12]([C:9]1[CH:10]=[CH:11][C:6]([CH2:5][CH2:4][CH2:3][CH2:2][N+:16]2[CH:21]=[C:20]([CH3:22])[CH:19]=[C:18]([CH3:23])[CH:17]=2)=[CH:7][CH:8]=1)[CH2:13][CH2:14][CH3:15]. The yield is 0.810. (3) The reactants are [O:1]=[C:2]1[C:7]([CH2:8][C:9]2[CH:14]=[CH:13][C:12]([C:15]3[C:16]([C:21]#[N:22])=[CH:17][CH:18]=[CH:19][CH:20]=3)=[CH:11][CH:10]=2)=[C:6]([CH2:23][CH2:24][CH3:25])[N:5]2[N:26]=[CH:27][N:28]=[C:4]2[N:3]1[CH:29]1[CH2:34][CH2:33][C:32](=[O:35])[CH2:31][CH2:30]1.[CH3:36][C:37](O)([CH3:40])[CH2:38][OH:39]. The catalyst is O.C1(C)C=CC(S(O)(=O)=O)=CC=1.C1(C)C=CC=CC=1. The product is [CH3:36][C:37]1([CH3:40])[CH2:38][O:39][C:32]2([CH2:31][CH2:30][CH:29]([N:3]3[C:2](=[O:1])[C:7]([CH2:8][C:9]4[CH:10]=[CH:11][C:12]([C:15]5[C:16]([C:21]#[N:22])=[CH:17][CH:18]=[CH:19][CH:20]=5)=[CH:13][CH:14]=4)=[C:6]([CH2:23][CH2:24][CH3:25])[N:5]4[N:26]=[CH:27][N:28]=[C:4]34)[CH2:34][CH2:33]2)[O:35]1. The yield is 1.00. (4) The reactants are [C:1]([C:3]1[CH:11]=[CH:10][CH:9]=[CH:8][C:4]=1[C:5]([OH:7])=[O:6])#[N:2].[C:12]1(O)[CH:17]=[CH:16][CH:15]=[CH:14][CH:13]=1.C1CN([P+](ON2N=NC3C=CC=CC2=3)(N2CCCC2)N2CCCC2)CC1.F[P-](F)(F)(F)(F)F.C(N(CC)CC)C. The catalyst is CN(C=O)C.O. The product is [C:1]([C:3]1[CH:11]=[CH:10][CH:9]=[CH:8][C:4]=1[C:5]([O:7][C:12]1[CH:17]=[CH:16][CH:15]=[CH:14][CH:13]=1)=[O:6])#[N:2]. The yield is 0.820. (5) The reactants are OS(O)(=O)=O.[O:6]1[C:15]2[C:10](=[CH:11][CH:12]=[CH:13][CH:14]=2)[C:9](=[O:16])[CH2:8][CH2:7]1.C[C:18]([O:20][C:21](=[O:28])[C:22]1[CH:27]=[CH:26][CH:25]=[CH:24][CH:23]=1)=O.[C:29](O)(=O)C. No catalyst specified. The product is [O:16]=[C:9]1[C:10]2[C:15](=[CH:14][CH:13]=[CH:12][CH:11]=2)[O:6][CH2:7][C:8]1=[CH:29][C:25]1[CH:26]=[CH:27][C:22]([C:21]([O:20][CH3:18])=[O:28])=[CH:23][CH:24]=1. The yield is 0.820.